Dataset: Reaction yield outcomes from USPTO patents with 853,638 reactions. Task: Predict the reaction yield, written as a fraction of the theoretical maximum amount of product (1.0 means a 100% yield; for example, 0.34 means a 34% yield). (1) The product is [NH:1]1[C:9]2[C:4](=[CH:5][CH:6]=[CH:7][CH:8]=2)[C:3](/[CH:10]=[C:11]2\[O:12][C:13]3[C:20]([CH2:21][CH2:22][CH2:23][CH2:24][CH:25]4[CH2:26][CH2:27][NH:28][CH2:29][CH2:30]4)=[C:19]([O:38][CH3:39])[CH:18]=[CH:17][C:14]=3[C:15]\2=[O:16])=[N:2]1. The reactants are [NH:1]1[C:9]2[C:4](=[CH:5][CH:6]=[CH:7][CH:8]=2)[C:3](/[CH:10]=[C:11]2\[O:12][C:13]3[C:20]([CH2:21][CH2:22][CH2:23][CH2:24][CH:25]4[CH2:30][CH2:29][N:28](C(OC(C)(C)C)=O)[CH2:27][CH2:26]4)=[C:19]([O:38][CH3:39])[CH:18]=[CH:17][C:14]=3[C:15]\2=[O:16])=[N:2]1.Cl. The yield is 0.660. The catalyst is C(Cl)Cl.O1CCOCC1. (2) The product is [CH3:12][O:13][C:14]1[CH:15]=[C:16]([C:22]2[CH2:26][CH:25]([CH2:27][CH2:28][CH:29]=[O:30])[O:24][N:23]=2)[CH:17]=[CH:18][C:19]=1[O:20][CH3:21]. The reactants are [Cr](Cl)([O-])(=O)=O.[NH+]1C=CC=CC=1.[CH3:12][O:13][C:14]1[CH:15]=[C:16]([C:22]2[CH2:26][CH:25]([CH2:27][CH2:28][CH2:29][OH:30])[O:24][N:23]=2)[CH:17]=[CH:18][C:19]=1[O:20][CH3:21].C(OCC)C. The yield is 0.516. The catalyst is C(Cl)Cl. (3) The reactants are [Cl:1][C:2]1[C:3]([CH3:13])=[CH:4][C:5]([O:11][CH3:12])=[C:6]([C:8](=[O:10])[CH3:9])[CH:7]=1.[Br:14]N1C(=O)CCC1=O. The catalyst is C(O)(=O)C. The product is [Br:14][C:4]1[C:5]([O:11][CH3:12])=[C:6]([C:8](=[O:10])[CH3:9])[CH:7]=[C:2]([Cl:1])[C:3]=1[CH3:13]. The yield is 0.380.